Predict the product of the given reaction. From a dataset of Forward reaction prediction with 1.9M reactions from USPTO patents (1976-2016). (1) Given the reactants [CH2:1]([N:8]([CH2:23][CH:24]1[CH2:29][CH2:28][CH:27]([CH2:30][OH:31])[CH2:26][CH2:25]1)[S:9]([NH:12][C:13](=[O:22])[C:14]1[CH:19]=[C:18]([CH3:20])[CH:17]=[C:16]([CH3:21])[CH:15]=1)(=[O:11])=[O:10])[C:2]1[CH:7]=[CH:6][CH:5]=[CH:4][CH:3]=1.C(N(CC)CC)C.[C:39]1([N:45]=[C:46]=[O:47])[CH:44]=[CH:43][CH:42]=[CH:41][CH:40]=1, predict the reaction product. The product is: [C:39]1([NH:45][C:46](=[O:47])[O:31][CH2:30][CH:27]2[CH2:26][CH2:25][CH:24]([CH2:23][N:8]([CH2:1][C:2]3[CH:3]=[CH:4][CH:5]=[CH:6][CH:7]=3)[S:9]([NH:12][C:13](=[O:22])[C:14]3[CH:19]=[C:18]([CH3:20])[CH:17]=[C:16]([CH3:21])[CH:15]=3)(=[O:11])=[O:10])[CH2:29][CH2:28]2)[CH:44]=[CH:43][CH:42]=[CH:41][CH:40]=1. (2) Given the reactants [CH2:1]([NH2:4])[C:2]#[CH:3].[C:5]([O:9][C:10](O[C:10]([O:9][C:5]([CH3:8])([CH3:7])[CH3:6])=[O:11])=[O:11])([CH3:8])([CH3:7])[CH3:6], predict the reaction product. The product is: [C:5]([O:9][C:10]([C:3]#[C:2][CH2:1][NH2:4])=[O:11])([CH3:8])([CH3:7])[CH3:6]. (3) Given the reactants [N:1]1[C:10]2[C:5](=[CH:6][CH:7]=[CH:8][C:9]=2B(O)O)[CH:4]=[CH:3][CH:2]=1.Cl[C:15]1[CH:20]=[C:19](Cl)[N:18]=[CH:17][N:16]=1.[IH:22], predict the reaction product. The product is: [I:22][C:15]1[CH:20]=[C:19]([C:9]2[CH:8]=[CH:7][CH:6]=[C:5]3[C:10]=2[N:1]=[CH:2][CH:3]=[CH:4]3)[N:18]=[CH:17][N:16]=1. (4) Given the reactants [Si:1]([O:8][C@H:9]1[CH2:18][C:17]([CH3:20])([CH3:19])[CH2:16][C:15]2[N:14]=[C:13]([CH:21]([CH3:23])[CH3:22])[C:12]3[C@H:24]([C:33]4[CH:38]=[CH:37][C:36]([C:39]([F:42])([F:41])[F:40])=[C:35]([F:43])[CH:34]=4)[O:25][C:26]4([CH2:31][CH2:30][O:29][CH2:28][CH:27]4I)[C:11]=3[C:10]1=2)([C:4]([CH3:7])([CH3:6])[CH3:5])([CH3:3])[CH3:2], predict the reaction product. The product is: [Si:1]([O:8][C@H:9]1[CH2:18][C:17]([CH3:19])([CH3:20])[CH2:16][C:15]2[N:14]=[C:13]([CH:21]([CH3:23])[CH3:22])[C:12]3[C@H:24]([C:33]4[CH:38]=[CH:37][C:36]([C:39]([F:42])([F:40])[F:41])=[C:35]([F:43])[CH:34]=4)[O:25][C:26]4([CH2:27][CH2:28][O:29][CH2:30][CH2:31]4)[C:11]=3[C:10]1=2)([C:4]([CH3:6])([CH3:7])[CH3:5])([CH3:3])[CH3:2]. (5) Given the reactants [CH3:1][O:2][CH:3]([O:22][CH3:23])[C:4]1[CH:5]=[C:6]([NH:14][C:15](=[O:21])[O:16][C:17]([CH3:20])([CH3:19])[CH3:18])[CH:7]=[C:8]([C:10]([F:13])([F:12])[F:11])[CH:9]=1.[H-].[Na+].[CH3:26]I, predict the reaction product. The product is: [CH3:23][O:22][CH:3]([O:2][CH3:1])[C:4]1[CH:5]=[C:6]([N:14]([CH3:26])[C:15](=[O:21])[O:16][C:17]([CH3:19])([CH3:20])[CH3:18])[CH:7]=[C:8]([C:10]([F:13])([F:12])[F:11])[CH:9]=1. (6) Given the reactants [F:1][C:2]([F:29])([F:28])[C:3]1[CH:4]=[C:5]([CH:21]=[C:22]([C:24]([F:27])([F:26])[F:25])[CH:23]=1)[CH2:6][N:7]1[C:11]([C:12]2[CH:17]=[CH:16][CH:15]=[CH:14][CH:13]=2)=[C:10]([C:18](O)=[O:19])[N:9]=[N:8]1.[Cl:30][C:31]1[CH:36]=[CH:35][CH:34]=[CH:33][C:32]=1[CH:37]1[CH2:41][CH2:40][CH2:39][NH:38]1.C1C=CC2N(O)N=NC=2C=1.C(N(CC)CC)C.CCN=C=NCCCN(C)C, predict the reaction product. The product is: [F:26][C:24]([F:27])([F:25])[C:22]1[CH:21]=[C:5]([CH:4]=[C:3]([C:2]([F:29])([F:28])[F:1])[CH:23]=1)[CH2:6][N:7]1[C:11]([C:12]2[CH:17]=[CH:16][CH:15]=[CH:14][CH:13]=2)=[C:10]([C:18]([N:38]2[CH2:39][CH2:40][CH2:41][CH:37]2[C:32]2[CH:33]=[CH:34][CH:35]=[CH:36][C:31]=2[Cl:30])=[O:19])[N:9]=[N:8]1.